Dataset: Reaction yield outcomes from USPTO patents with 853,638 reactions. Task: Predict the reaction yield, written as a fraction of the theoretical maximum amount of product (1.0 means a 100% yield; for example, 0.34 means a 34% yield). (1) The reactants are C([O:3][C:4]([C:6]1[CH:7]=[C:8]2[C:13](=[CH:14][CH:15]=1)[NH:12][CH:11]([C:16]1[CH:17]=[C:18]([C:23]3[CH:28]=[CH:27][C:26]([C:29]#[N:30])=[CH:25][CH:24]=3)[CH:19]=[C:20]([F:22])[CH:21]=1)[C:10]([CH3:32])([CH3:31])[CH2:9]2)=[O:5])C.O.[OH-].[Li+].O.Cl. The catalyst is CO.O1CCCC1. The product is [C:29]([C:26]1[CH:25]=[CH:24][C:23]([C:18]2[CH:19]=[C:20]([F:22])[CH:21]=[C:16]([CH:11]3[C:10]([CH3:32])([CH3:31])[CH2:9][C:8]4[C:13](=[CH:14][CH:15]=[C:6]([C:4]([OH:5])=[O:3])[CH:7]=4)[NH:12]3)[CH:17]=2)=[CH:28][CH:27]=1)#[N:30]. The yield is 0.360. (2) The reactants are [CH:1]([C:3]1[C:8]2[O:9][C:10](=[O:23])[C:11]3[CH2:12][N:13]([C:17]([O:19][CH2:20][CH:21]=[CH2:22])=[O:18])[CH2:14][CH2:15][C:16]=3[C:7]=2[CH:6]=[CH:5][C:4]=1[O:24][CH2:25][O:26][CH3:27])=[O:2].CC(=CC)C.Cl([O-])=[O:34].[Na+].P([O-])([O-])([O-])=O.[Na+].[Na+].[Na+]. The catalyst is CC(O)(C)C.O.CC#N.O. The product is [CH2:20]([O:19][C:17]([N:13]1[CH2:14][CH2:15][C:16]2[C:7]3[C:8]([O:9][C:10](=[O:23])[C:11]=2[CH2:12]1)=[C:3]([C:1]([OH:34])=[O:2])[C:4]([O:24][CH2:25][O:26][CH3:27])=[CH:5][CH:6]=3)=[O:18])[CH:21]=[CH2:22]. The yield is 0.770. (3) The reactants are [BH4-].[Na+].[CH:3]([C:5]1[N:6]([S:10]([N:13]([CH3:15])[CH3:14])(=[O:12])=[O:11])[CH:7]=[CH:8][N:9]=1)=[O:4].[NH4+].[Cl-]. The catalyst is CO. The product is [OH:4][CH2:3][C:5]1[N:6]([S:10]([N:13]([CH3:15])[CH3:14])(=[O:11])=[O:12])[CH:7]=[CH:8][N:9]=1. The yield is 0.780. (4) The reactants are CS[C:3]1[CH:8]=[CH:7][CH:6]=[CH:5][C:4]=1[C:9]1[NH:13][CH:12]=[C:11]([CH:14]=[O:15])[CH:10]=1.Cl[C:17]1C=CC=C(C(OO)=O)C=1.[S:27]([O-:31])([O-])(=[O:29])=S.[Na+].[Na+]. The catalyst is C(OCC)(=O)C. The product is [CH3:17][S:27]([C:3]1[CH:8]=[CH:7][CH:6]=[CH:5][C:4]=1[C:9]1[NH:13][CH:12]=[C:11]([CH:14]=[O:15])[CH:10]=1)(=[O:31])=[O:29]. The yield is 0.780. (5) The reactants are C([Li])(C)(C)C.Br[C:7]1[CH:12]=[CH:11][C:10](/[CH:13]=[CH:14]/[CH2:15][O:16][Si](C(C)(C)C)(C)C)=[CH:9][CH:8]=1.COB(OC)OC.Br[C:32]1[CH:37]=[C:36]([C:38]([CH3:41])([CH3:40])[CH3:39])[CH:35]=[C:34]([C:42]([CH3:45])([CH3:44])[CH3:43])[CH:33]=1.C(=O)([O-])[O-].[Na+].[Na+].[F-].C([N+](CCCC)(CCCC)CCCC)CCC. The catalyst is COCCOC.Cl.C1C=CC([P]([Pd]([P](C2C=CC=CC=2)(C2C=CC=CC=2)C2C=CC=CC=2)([P](C2C=CC=CC=2)(C2C=CC=CC=2)C2C=CC=CC=2)[P](C2C=CC=CC=2)(C2C=CC=CC=2)C2C=CC=CC=2)(C2C=CC=CC=2)C2C=CC=CC=2)=CC=1.C1COCC1. The product is [C:42]([C:34]1[CH:33]=[C:32]([C:7]2[CH:8]=[CH:9][C:10](/[CH:13]=[CH:14]/[CH2:15][OH:16])=[CH:11][CH:12]=2)[CH:37]=[C:36]([C:38]([CH3:41])([CH3:40])[CH3:39])[CH:35]=1)([CH3:45])([CH3:44])[CH3:43]. The yield is 0.200. (6) The reactants are [Si]([O:8][C:9]1[CH:10]=[CH:11][C:12]2[O:16][C:15](=[O:17])[N:14]([CH3:18])[C:13]=2[CH:19]=1)(C(C)(C)C)(C)C.[F-].C([N+](CCCC)(CCCC)CCCC)CCC. The catalyst is O1CCCC1. The product is [OH:8][C:9]1[CH:10]=[CH:11][C:12]2[O:16][C:15](=[O:17])[N:14]([CH3:18])[C:13]=2[CH:19]=1. The yield is 0.670. (7) The reactants are C([Li])CCC.Br[C:7]1[CH:12]=[CH:11][CH:10]=[C:9](Br)[C:8]=1[O:14][CH2:15][CH2:16]Br.[S:18](=[O:20])=[O:19].[Cl:21]NC(=O)CCC(N)=O. The catalyst is O1CCCC1.CCCCCC.ClCCl. The product is [O:14]1[C:8]2[C:9]([S:18]([Cl:21])(=[O:20])=[O:19])=[CH:10][CH:11]=[CH:12][C:7]=2[CH2:16][CH2:15]1. The yield is 0.510. (8) The yield is 0.810. The catalyst is C1(C)C=CC=CC=1. The reactants are [O:1]1[CH2:6][CH2:5][N:4]([CH2:7][CH2:8][O:9][C:10]2[CH:15]=[CH:14][C:13]([C:16]3[CH:17]=[CH:18][C:19]([CH2:22][C:23](OC)=[O:24])=[N:20][CH:21]=3)=[CH:12][CH:11]=2)[CH2:3][CH2:2]1.[CH2:27]([NH2:34])[C:28]1[CH:33]=[CH:32][CH:31]=[CH:30][CH:29]=1.C1(OC)C=CC=CC=1. The product is [O:1]1[CH2:2][CH2:3][N:4]([CH2:7][CH2:8][O:9][C:10]2[CH:11]=[CH:12][C:13]([C:16]3[CH:17]=[CH:18][C:19]([CH2:22][C:23]([NH:34][CH2:27][C:28]4[CH:33]=[CH:32][CH:31]=[CH:30][CH:29]=4)=[O:24])=[N:20][CH:21]=3)=[CH:14][CH:15]=2)[CH2:5][CH2:6]1.